Predict the reaction yield, written as a fraction of the theoretical maximum amount of product (1.0 means a 100% yield; for example, 0.34 means a 34% yield). From a dataset of Reaction yield outcomes from USPTO patents with 853,638 reactions. (1) The reactants are [Cl:1][C:2]1[C:3]([CH3:45])=[C:4]([C:34]2[CH:35]=[CH:36][C:37]([C:40]([N:42]([CH3:44])[CH3:43])=[O:41])=[N:38][CH:39]=2)[C:5]([O:32][CH3:33])=[C:6]([CH:8]([N:10]2[C:18]3[CH:17]=[CH:16][N:15]=[C:14]([NH:19]CC4C=CC(OC)=CC=4OC)[C:13]=3[C:12]([CH3:31])=[N:11]2)[CH3:9])[CH:7]=1.[F:46][C:47]([F:52])([F:51])[C:48]([OH:50])=[O:49]. The catalyst is C(Cl)Cl. The product is [F:46][C:47]([F:52])([F:51])[C:48]([OH:50])=[O:49].[F:46][C:47]([F:52])([F:51])[C:48]([OH:50])=[O:49].[NH2:19][C:14]1[C:13]2[C:12]([CH3:31])=[N:11][N:10]([CH:8]([C:6]3[C:5]([O:32][CH3:33])=[C:4]([C:34]4[CH:35]=[CH:36][C:37]([C:40]([N:42]([CH3:43])[CH3:44])=[O:41])=[N:38][CH:39]=4)[C:3]([CH3:45])=[C:2]([Cl:1])[CH:7]=3)[CH3:9])[C:18]=2[CH:17]=[CH:16][N:15]=1. The yield is 0.460. (2) The reactants are [F:1][C:2]1[CH:3]=[CH:4][C:5]([N+:9]([O-:11])=[O:10])=[C:6]([OH:8])[CH:7]=1.C(=O)([O-])[O-].[K+].[K+].[CH2:18](Br)[C:19]1[CH:24]=[CH:23][CH:22]=[CH:21][CH:20]=1. The catalyst is CN(C)C=O. The product is [CH2:18]([O:8][C:6]1[CH:7]=[C:2]([F:1])[CH:3]=[CH:4][C:5]=1[N+:9]([O-:11])=[O:10])[C:19]1[CH:24]=[CH:23][CH:22]=[CH:21][CH:20]=1. The yield is 0.980.